This data is from Forward reaction prediction with 1.9M reactions from USPTO patents (1976-2016). The task is: Predict the product of the given reaction. (1) Given the reactants [Br:1][C:2]1[CH:3]=[C:4]([C:8]2([C:16]#[N:17])[CH2:14][C@H:13]3[NH:15][C@H:10]([CH:11]=[CH:12]3)[CH2:9]2)[CH:5]=[N:6][CH:7]=1.CCN(C(C)C)C(C)C.Cl[CH2:28][C:29]([CH3:31])=[CH2:30], predict the reaction product. The product is: [Br:1][C:2]1[CH:3]=[C:4]([C:8]2([C:16]#[N:17])[CH2:14][C@H:13]3[N:15]([CH2:30][C:29]([CH3:31])=[CH2:28])[C@H:10]([CH:11]=[CH:12]3)[CH2:9]2)[CH:5]=[N:6][CH:7]=1. (2) Given the reactants [CH2:1]([O:3][C:4](=[O:32])[C:5]1[CH:10]=[CH:9][CH:8]=[C:7]([C:11]2[CH:16]=[CH:15][N:14]=[CH:13][C:12]=2[C:17]2[CH:22]=[C:21](Cl)[CH:20]=[CH:19][C:18]=2[O:24][CH2:25][C:26]2[CH:31]=[CH:30][CH:29]=[CH:28][CH:27]=2)[CH:6]=1)[CH3:2].C(OC1C=CC=CC=1B(O)O)C1C=CC=CC=1, predict the reaction product. The product is: [CH2:1]([O:3][C:4](=[O:32])[C:5]1[CH:10]=[CH:9][CH:8]=[C:7]([C:11]2[CH:16]=[CH:15][N:14]=[CH:13][C:12]=2[C:17]2[CH:22]=[CH:21][CH:20]=[CH:19][C:18]=2[O:24][CH2:25][C:26]2[CH:27]=[CH:28][CH:29]=[CH:30][CH:31]=2)[CH:6]=1)[CH3:2]. (3) Given the reactants [CH:1]1([C:4]2[N:5]=[C:6]3[C:12]([C:13]([OH:15])=O)=[CH:11][N:10]([CH2:16][O:17][CH2:18][CH2:19][Si:20]([CH3:23])([CH3:22])[CH3:21])[C:7]3=[N:8][CH:9]=2)[CH2:3][CH2:2]1.C(Cl)CCl.[NH2:28][C:29]1([CH2:35][OH:36])[CH2:34][CH2:33][O:32][CH2:31][CH2:30]1, predict the reaction product. The product is: [OH:36][CH2:35][C:29]1([NH:28][C:13]([C:12]2[C:6]3[C:7](=[N:8][CH:9]=[C:4]([CH:1]4[CH2:3][CH2:2]4)[N:5]=3)[N:10]([CH2:16][O:17][CH2:18][CH2:19][Si:20]([CH3:23])([CH3:22])[CH3:21])[CH:11]=2)=[O:15])[CH2:34][CH2:33][O:32][CH2:31][CH2:30]1.